Dataset: Full USPTO retrosynthesis dataset with 1.9M reactions from patents (1976-2016). Task: Predict the reactants needed to synthesize the given product. (1) Given the product [CH3:1][C@H:2]1[NH:3][CH2:4][CH2:5][N:6]([C:9]2[CH:14]=[CH:13][CH:12]=[CH:11][N:10]=2)[CH2:7]1, predict the reactants needed to synthesize it. The reactants are: [CH3:1][C@@H:2]1[CH2:7][NH:6][CH2:5][CH2:4][NH:3]1.Cl[C:9]1[CH:14]=[CH:13][CH:12]=[CH:11][N:10]=1. (2) The reactants are: Br[C:2]1[CH:7]=[CH:6][C:5]([S:8]([N:11]2[CH2:16][CH2:15][N:14]([C:17]3[CH:22]=[CH:21][C:20]([F:23])=[CH:19][C:18]=3[C:24]([F:27])([F:26])[F:25])[CH2:13][C@H:12]2[CH3:28])(=[O:10])=[O:9])=[C:4]([Cl:29])[CH:3]=1.CC(C)([O-])C.[Na+].C1C=CC(P(C2C(C3C(P(C4C=CC=CC=4)C4C=CC=CC=4)=CC=C4C=3C=CC=C4)=C3C(C=CC=C3)=CC=2)C2C=CC=CC=2)=CC=1.[NH:82]1[CH2:87][CH2:86][O:85][CH2:84][CH2:83]1. Given the product [Cl:29][C:4]1[CH:3]=[C:2]([N:82]2[CH2:87][CH2:86][O:85][CH2:84][CH2:83]2)[CH:7]=[CH:6][C:5]=1[S:8]([N:11]1[CH2:16][CH2:15][N:14]([C:17]2[CH:22]=[CH:21][C:20]([F:23])=[CH:19][C:18]=2[C:24]([F:27])([F:26])[F:25])[CH2:13][C@H:12]1[CH3:28])(=[O:10])=[O:9], predict the reactants needed to synthesize it. (3) Given the product [NH2:1][C:2]1[N:7]=[C:6]([CH2:8][C:9]([O:11][CH2:12][CH3:13])=[O:10])[CH:5]=[CH:4][C:3]=1[N+:19]([O-:21])=[O:20], predict the reactants needed to synthesize it. The reactants are: [NH2:1][C:2]1[N:7]=[C:6]([CH:8](C(OCC)=O)[C:9]([O:11][CH2:12][CH3:13])=[O:10])[CH:5]=[CH:4][C:3]=1[N+:19]([O-:21])=[O:20].[Li+].[Cl-]. (4) Given the product [Cl:21][CH2:20][CH2:19][CH2:18][N:3]1[C:4]2[CH:9]=[CH:8][CH:7]=[CH:6][C:5]=2[O:1][C:2]1=[O:10], predict the reactants needed to synthesize it. The reactants are: [O:1]1[C:5]2[CH:6]=[CH:7][CH:8]=[CH:9][C:4]=2[NH:3][C:2]1=[O:10].C(=O)([O-])[O-].[K+].[K+].Br[CH2:18][CH2:19][CH2:20][Cl:21]. (5) Given the product [NH2:22][CH2:21][CH2:20][CH2:19][N:18]([CH2:17][C:13]1[CH:14]=[CH:15][CH:16]=[C:11]([CH2:10][N:5]([CH2:4][CH2:3][CH2:1][NH2:2])[CH2:6][CH2:7][CH2:8][NH2:9])[CH:12]=1)[CH2:23][CH2:24][CH2:25][NH2:26], predict the reactants needed to synthesize it. The reactants are: [C:1]([CH2:3][CH2:4][N:5]([CH2:10][C:11]1[CH:16]=[CH:15][CH:14]=[C:13]([CH2:17][N:18]([CH2:23][CH2:24][C:25]#[N:26])[CH2:19][CH2:20][C:21]#[N:22])[CH:12]=1)[CH2:6][CH2:7][C:8]#[N:9])#[N:2].[H][H]. (6) Given the product [CH2:12]([C:2]1[CH:7]=[CH:6][CH:5]=[CH:4][N:3]=1)[C:13]([CH3:16])([CH3:15])[CH3:14], predict the reactants needed to synthesize it. The reactants are: Br[C:2]1[CH:7]=[CH:6][CH:5]=[CH:4][N:3]=1.C(Cl)Cl.[Cl-].[CH2:12]([Zn+])[C:13]([CH3:16])([CH3:15])[CH3:14].[Cl-].[NH4+]. (7) Given the product [Cl:27][C:5]1[C:6]([C:8]2[C:16]3[C:11](=[CH:12][CH:13]=[CH:14][CH:15]=3)[N:10]([S:17]([C:20]3[CH:25]=[CH:24][CH:23]=[CH:22][CH:21]=3)(=[O:19])=[O:18])[C:9]=2[CH3:26])=[N:7][C:2]([NH:28][C@@H:29]2[CH2:34][CH2:33][CH2:32][C@H:31]([NH:35][C:36](=[O:45])[O:37][CH2:38][C:39]3[CH:44]=[CH:43][CH:42]=[CH:41][CH:40]=3)[CH2:30]2)=[N:3][CH:4]=1, predict the reactants needed to synthesize it. The reactants are: Cl[C:2]1[N:7]=[C:6]([C:8]2[C:16]3[C:11](=[CH:12][CH:13]=[CH:14][CH:15]=3)[N:10]([S:17]([C:20]3[CH:25]=[CH:24][CH:23]=[CH:22][CH:21]=3)(=[O:19])=[O:18])[C:9]=2[CH3:26])[C:5]([Cl:27])=[CH:4][N:3]=1.[NH2:28][C@@H:29]1[CH2:34][CH2:33][CH2:32][C@H:31]([NH:35][C:36](=[O:45])[O:37][CH2:38][C:39]2[CH:44]=[CH:43][CH:42]=[CH:41][CH:40]=2)[CH2:30]1.CCN(C(C)C)C(C)C.